This data is from Catalyst prediction with 721,799 reactions and 888 catalyst types from USPTO. The task is: Predict which catalyst facilitates the given reaction. (1) Reactant: [NH:1]1[CH2:5][CH2:4][CH2:3][CH2:2]1.[Br:6][C:7]1[CH:12]=[CH:11][C:10]([S:13](Cl)(=[O:15])=[O:14])=[CH:9][CH:8]=1.[OH-].[Na+]. Product: [Br:6][C:7]1[CH:12]=[CH:11][C:10]([S:13]([N:1]2[CH2:5][CH2:4][CH2:3][CH2:2]2)(=[O:15])=[O:14])=[CH:9][CH:8]=1. The catalyst class is: 2. (2) Reactant: [CH2:1]([O:3][C:4]([CH:6]1[CH2:11][CH2:10][CH:9]([OH:12])[CH2:8][CH2:7]1)=[O:5])[CH3:2].[Si:13](Cl)([C:16]([CH3:19])([CH3:18])[CH3:17])([CH3:15])[CH3:14].N1C=CN=C1. Product: [CH2:1]([O:3][C:4]([CH:6]1[CH2:11][CH2:10][CH:9]([O:12][Si:13]([C:16]([CH3:19])([CH3:18])[CH3:17])([CH3:15])[CH3:14])[CH2:8][CH2:7]1)=[O:5])[CH3:2]. The catalyst class is: 468. (3) Reactant: [CH3:1][C:2]1[CH:6]=[C:5](/[CH:7]=[CH:8]/[C:9](=[O:26])[NH:10][CH:11]([C:16]2[CH:21]=[CH:20][CH:19]=[C:18]([C:22]([F:25])([F:24])[F:23])[CH:17]=2)[C:12]([F:15])([F:14])[F:13])[S:4][C:3]=1[C:27]([O:29]CC)=[O:28].[OH-].[Na+].Cl. Product: [CH3:1][C:2]1[CH:6]=[C:5](/[CH:7]=[CH:8]/[C:9](=[O:26])[NH:10][CH:11]([C:16]2[CH:21]=[CH:20][CH:19]=[C:18]([C:22]([F:23])([F:24])[F:25])[CH:17]=2)[C:12]([F:15])([F:14])[F:13])[S:4][C:3]=1[C:27]([OH:29])=[O:28]. The catalyst class is: 20. (4) Reactant: [F:1][C:2]([F:17])([F:16])[C:3]1[CH:8]=[CH:7][C:6]([C:9]2([CH2:14][OH:15])[CH2:13][CH2:12][CH2:11][CH2:10]2)=[CH:5][CH:4]=1.CCN(CC)CC.[S:25](Cl)([CH3:28])(=[O:27])=[O:26]. Product: [F:1][C:2]([F:16])([F:17])[C:3]1[CH:4]=[CH:5][C:6]([C:9]2([CH2:14][O:15][S:25]([CH3:28])(=[O:27])=[O:26])[CH2:13][CH2:12][CH2:11][CH2:10]2)=[CH:7][CH:8]=1. The catalyst class is: 4. (5) Product: [N+:28]([C:25]1[CH:26]=[CH:27][C:22]([CH2:21][CH2:20][N:4]2[CH2:3][CH2:2][N:1]([C@H:7]3[CH2:16][CH2:15][C:14]4[CH:13]=[C:12]([C:17]#[N:18])[CH:11]=[CH:10][C:9]=4[CH2:8]3)[CH2:6][CH2:5]2)=[CH:23][CH:24]=1)([O-:30])=[O:29]. Reactant: [N:1]1([C@H:7]2[CH2:16][CH2:15][C:14]3[CH:13]=[C:12]([C:17]#[N:18])[CH:11]=[CH:10][C:9]=3[CH2:8]2)[CH2:6][CH2:5][NH:4][CH2:3][CH2:2]1.Br[CH2:20][CH2:21][C:22]1[CH:27]=[CH:26][C:25]([N+:28]([O-:30])=[O:29])=[CH:24][CH:23]=1.C(N(CC)CC)C. The catalyst class is: 3. (6) Reactant: [CH3:1][C:2]1[C:7]([Cl:8])=[CH:6][CH:5]=[CH:4][C:3]=1[N:9]1[C:13](=[O:14])[NH:12][N:11]=[N:10]1.[C:15](=O)([O-])[O-].[K+].[K+].S(OC)(OC)(=O)=O.C(=O)(O)[O-].[Na+]. Product: [CH3:1][C:2]1[C:7]([Cl:8])=[CH:6][CH:5]=[CH:4][C:3]=1[N:9]1[C:13](=[O:14])[N:12]([CH3:15])[N:11]=[N:10]1. The catalyst class is: 9. (7) Reactant: [C:1](Cl)(=[O:12])[CH2:2][CH2:3][CH2:4][CH2:5][CH2:6][CH2:7][CH2:8][CH2:9][CH:10]=[CH2:11].[NH2:14][C:15]1[O:16][C:17]2[CH:23]=[CH:22][C:21]([Cl:24])=[CH:20][C:18]=2[N:19]=1. Product: [Cl:24][C:21]1[CH:22]=[CH:23][C:17]2[O:16][C:15]([NH:14][C:1](=[O:12])[CH2:2][CH2:3][CH2:4][CH2:5][CH2:6][CH2:7][CH2:8][CH2:9][CH:10]=[CH2:11])=[N:19][C:18]=2[CH:20]=1. The catalyst class is: 48. (8) Reactant: [CH3:1][N:2]1[CH2:7][CH2:6][NH:5][CH2:4][CH2:3]1.C(=O)([O-])[O-].[K+].[K+].[CH3:14][O:15][C:16]([C:18]1[CH:23]=[CH:22][C:21]([CH2:24]Br)=[CH:20][CH:19]=1)=[O:17]. Product: [CH3:1][N:2]1[CH2:7][CH2:6][N:5]([CH2:24][C:21]2[CH:22]=[CH:23][C:18]([C:16]([O:15][CH3:14])=[O:17])=[CH:19][CH:20]=2)[CH2:4][CH2:3]1. The catalyst class is: 9. (9) Reactant: [F:1][C:2]1[CH:7]=[CH:6][C:5]([F:8])=[CH:4][C:3]=1[CH:9]([S:22]([C:25]1[CH:30]=[CH:29][C:28]([F:31])=[CH:27][CH:26]=1)(=[O:24])=[O:23])[C:10]1[C:11]([CH3:21])=[CH:12][C:13]([C:16]([NH:18][CH2:19][OH:20])=[O:17])=[N:14][CH:15]=1.[C:32](OC(=O)C)(=[O:34])[CH3:33]. Product: [C:32]([O:20][CH2:19][NH:18][C:16]([C:13]1[CH:12]=[C:11]([CH3:21])[C:10]([CH:9]([C:3]2[CH:4]=[C:5]([F:8])[CH:6]=[CH:7][C:2]=2[F:1])[S:22]([C:25]2[CH:26]=[CH:27][C:28]([F:31])=[CH:29][CH:30]=2)(=[O:24])=[O:23])=[CH:15][N:14]=1)=[O:17])(=[O:34])[CH3:33]. The catalyst class is: 17. (10) Reactant: C(OC([N:8]1[CH2:13][CH2:12][N:11]([C:14]2[N:19]=[C:18]([C:20]3[CH:25]=[CH:24][N:23]=[C:22]([NH:26][CH:27]4[CH2:32][CH2:31][CH2:30][CH2:29][CH2:28]4)[CH:21]=3)[CH:17]=[C:16]([N+]([O-])=O)[CH:15]=2)[CH2:10][CH2:9]1)=O)(C)(C)C.[O:36]([CH3:38])[Na]. Product: [CH:27]1([NH:26][C:22]2[CH:21]=[C:20]([C:18]3[CH:17]=[C:16]([O:36][CH3:38])[CH:15]=[C:14]([N:11]4[CH2:10][CH2:9][NH:8][CH2:13][CH2:12]4)[N:19]=3)[CH:25]=[CH:24][N:23]=2)[CH2:28][CH2:29][CH2:30][CH2:31][CH2:32]1. The catalyst class is: 549.